From a dataset of Full USPTO retrosynthesis dataset with 1.9M reactions from patents (1976-2016). Predict the reactants needed to synthesize the given product. Given the product [CH3:29][S:30]([O:17][CH2:16][C@@H:14]1[CH2:15][C@H:13]1[C:9]1[N:8]=[C:7]2[N:6]([CH3:18])[C:5](=[O:19])[N:4]([CH2:3][C:2]([CH3:21])([CH3:20])[CH3:1])[C:12]2=[CH:11][CH:10]=1)(=[O:32])=[O:31], predict the reactants needed to synthesize it. The reactants are: [CH3:1][C:2]([CH3:21])([CH3:20])[CH2:3][N:4]1[C:12]2[C:7](=[N:8][C:9]([C@@H:13]3[CH2:15][C@H:14]3[CH2:16][OH:17])=[CH:10][CH:11]=2)[N:6]([CH3:18])[C:5]1=[O:19].C(N(CC)CC)C.[CH3:29][S:30](Cl)(=[O:32])=[O:31].